From a dataset of Catalyst prediction with 721,799 reactions and 888 catalyst types from USPTO. Predict which catalyst facilitates the given reaction. (1) Reactant: [CH2:1]([C:4]1[CH:9]=[CH:8][C:7]([C:10]2(O)[CH2:19][CH2:18][C:13]3([O:17][CH2:16][CH2:15][O:14]3)[CH2:12][CH2:11]2)=[CH:6][CH:5]=1)[CH2:2][CH3:3].CC[N+](S(N=C(OC)[O-])(=O)=O)(CC)CC. Product: [CH2:1]([C:4]1[CH:5]=[CH:6][C:7]([C:10]2[CH2:19][CH2:18][C:13]3([O:17][CH2:16][CH2:15][O:14]3)[CH2:12][CH:11]=2)=[CH:8][CH:9]=1)[CH2:2][CH3:3]. The catalyst class is: 1. (2) Reactant: Cl.FC1C=C(C=CC=1)CN1C=C(C2C3C(=NC=C(C4C=CC(C5CCNCC5)=CC=4)C=3)N(S(C3C=CC(C)=CC=3)(=O)=O)C=2)C=N1.[F:46][C:47]1[CH:48]=[C:49]([CH:94]=[CH:95][CH:96]=1)[CH2:50][N:51]1[CH:55]=[C:54]([C:56]2[C:64]3[C:59](=[N:60][CH:61]=[C:62]([C:65]4[CH:66]=[CH:67][C:68]([CH:71]5[CH2:76][CH2:75][N:74]([C:77]([O:79][C:80]([CH3:83])([CH3:82])[CH3:81])=[O:78])[CH2:73][CH2:72]5)=[N:69][CH:70]=4)[CH:63]=3)[N:58](S(C3C=CC(C)=CC=3)(=O)=O)[CH:57]=2)[CH:53]=[N:52]1.[OH-].[Li+]. Product: [F:46][C:47]1[CH:48]=[C:49]([CH:94]=[CH:95][CH:96]=1)[CH2:50][N:51]1[CH:55]=[C:54]([C:56]2[C:64]3[C:59](=[N:60][CH:61]=[C:62]([C:65]4[CH:66]=[CH:67][C:68]([CH:71]5[CH2:76][CH2:75][N:74]([C:77]([O:79][C:80]([CH3:82])([CH3:83])[CH3:81])=[O:78])[CH2:73][CH2:72]5)=[N:69][CH:70]=4)[CH:63]=3)[NH:58][CH:57]=2)[CH:53]=[N:52]1. The catalyst class is: 87. (3) Product: [Cl:15][C:7]1[CH:8]=[CH:9][C:10]([N+:12]([O-:14])=[O:13])=[CH:11][C:6]=1[NH:5][C:3](=[O:4])[CH2:2][N:16]1[CH2:21][CH2:20][O:19][CH2:18][CH2:17]1. Reactant: Cl[CH2:2][C:3]([NH:5][C:6]1[CH:11]=[C:10]([N+:12]([O-:14])=[O:13])[CH:9]=[CH:8][C:7]=1[Cl:15])=[O:4].[NH:16]1[CH2:21][CH2:20][O:19][CH2:18][CH2:17]1.C(N(CC)CC)C.[I-].[K+]. The catalyst class is: 3. (4) Reactant: [Cl:1][C:2]1[CH:7]=[C:6]([Cl:8])[CH:5]=[CH:4][C:3]=1[CH:9]1[CH:18]([C:19]([NH:21][CH2:22][CH2:23][C:24]2[CH:29]=[CH:28][CH:27]=[C:26]([OH:30])[CH:25]=2)=[O:20])[C:17]2[C:12](=[CH:13][CH:14]=[CH:15][CH:16]=2)[C:11](=[O:31])[N:10]1[CH:32]1[CH2:37][CH2:36][CH2:35][CH2:34][CH:33]1[OH:38].C1(P(C2C=CC=CC=2)C2C=CC=CC=2)C=CC=CC=1.O[C@H:59]([CH3:67])[C:60]([O:62][C:63]([CH3:66])([CH3:65])[CH3:64])=[O:61].N(C(OCC)=O)=NC(OCC)=O. Product: [Cl:1][C:2]1[CH:7]=[C:6]([Cl:8])[CH:5]=[CH:4][C:3]=1[CH:9]1[CH:18]([C:19]([NH:21][CH2:22][CH2:23][C:24]2[CH:25]=[C:26]([CH:27]=[CH:28][CH:29]=2)[O:30][C@@H:59]([CH3:67])[C:60]([O:62][C:63]([CH3:66])([CH3:65])[CH3:64])=[O:61])=[O:20])[C:17]2[C:12](=[CH:13][CH:14]=[CH:15][CH:16]=2)[C:11](=[O:31])[N:10]1[CH:32]1[CH2:37][CH2:36][CH2:35][CH2:34][CH:33]1[OH:38]. The catalyst class is: 476. (5) Reactant: Br[C:2]1[CH:7]=[CH:6][N:5]=[C:4]2[N:8](S(C3C=CC=CC=3)(=O)=O)[C:9]([CH3:11])=[CH:10][C:3]=12.[CH3:21][N:22]1[CH:26]=[C:25]([CH3:27])[C:24]([C:28]([NH:30][C:31]2[CH:39]=[C:38]([Sn](C)(C)C)[CH:37]=[C:36]3[C:32]=2[CH:33]=[N:34][N:35]3S(C2C=CC=CC=2)(=O)=O)=[O:29])=[N:23]1.C1(S)C=CC=CC=1. Product: [CH3:21][N:22]1[CH:26]=[C:25]([CH3:27])[C:24]([C:28]([NH:30][C:31]2[CH:39]=[C:38]([C:2]3[CH:7]=[CH:6][N:5]=[C:4]4[NH:8][C:9]([CH3:11])=[CH:10][C:3]=34)[CH:37]=[C:36]3[C:32]=2[CH:33]=[N:34][NH:35]3)=[O:29])=[N:23]1. The catalyst class is: 3. (6) Reactant: C(N(C(C)C)CC)(C)C.[C@H:10]1([NH2:17])[CH2:15][CH2:14][CH2:13][CH2:12][C@@H:11]1[NH2:16].Cl[C:19]1[N:27]=[C:26]([C:28]([F:31])([F:30])[F:29])[CH:25]=[CH:24][C:20]=1[C:21]([OH:23])=[O:22].C(=O)([O-])[O-].[K+].[K+].Br[CH2:39][CH2:40][CH2:41][CH2:42]Br. Product: [N:16]1([C@H:11]2[CH2:12][CH2:13][CH2:14][CH2:15][C@@H:10]2[NH:17][C:19]2[N:27]=[C:26]([C:28]([F:31])([F:30])[F:29])[CH:25]=[CH:24][C:20]=2[C:21]([OH:23])=[O:22])[CH2:42][CH2:41][CH2:40][CH2:39]1. The catalyst class is: 10.